From a dataset of Forward reaction prediction with 1.9M reactions from USPTO patents (1976-2016). Predict the product of the given reaction. (1) Given the reactants C(N1C=CN=C1)(N1C=CN=C1)=O.[CH3:13][C:14]1[S:18][C:17]([C:19]([OH:21])=O)=[CH:16][C:15]=1[NH:22][C:23](=[O:31])[CH2:24][C:25]1[CH:30]=[CH:29][CH:28]=[CH:27][CH:26]=1.[CH2:32]([NH2:39])[C:33]1[CH:38]=[CH:37][CH:36]=[CH:35][CH:34]=1, predict the reaction product. The product is: [CH2:32]([NH:39][C:19]([C:17]1[S:18][C:14]([CH3:13])=[C:15]([NH:22][C:23](=[O:31])[CH2:24][C:25]2[CH:30]=[CH:29][CH:28]=[CH:27][CH:26]=2)[CH:16]=1)=[O:21])[C:33]1[CH:38]=[CH:37][CH:36]=[CH:35][CH:34]=1. (2) The product is: [NH2:5][C:6]1[CH:7]=[CH:8][CH:28]=[C:27]([OH:31])[C:26]=1[NH:23][C:15](=[O:17])[C:14]1[CH:13]=[CH:12][C:11]([C:7]2[C:6](=[O:20])[N:5]([CH2:4][CH2:3][N:2]([CH3:1])[CH3:21])[CH:10]=[CH:9][CH:8]=2)=[CH:19][CH:18]=1. Given the reactants [CH3:1][N:2]([CH3:21])[CH2:3][CH2:4][N:5]1[CH:10]=[CH:9][CH:8]=[C:7]([C:11]2[CH:19]=[CH:18][C:14]([C:15]([OH:17])=O)=[CH:13][CH:12]=2)[C:6]1=[O:20].C[N:23]([CH3:26])C=O.[C:27](Cl)(=[O:31])[C:28](Cl)=O, predict the reaction product. (3) Given the reactants [CH3:1][O:2][C:3]1[CH:4]=[C:5]2[C:10](=[CH:11][C:12]=1[O:13][CH3:14])[N:9]=[CH:8][N:7]=[C:6]2[S:15][C:16]1[CH:17]=[C:18]([CH:20]=[CH:21][CH:22]=1)[NH2:19].[F:23][C:24]([F:35])([F:34])[C:25]1[CH:26]=[C:27]([N:31]=[C:32]=[O:33])[CH:28]=[CH:29][CH:30]=1, predict the reaction product. The product is: [CH3:1][O:2][C:3]1[CH:4]=[C:5]2[C:10](=[CH:11][C:12]=1[O:13][CH3:14])[N:9]=[CH:8][N:7]=[C:6]2[S:15][C:16]1[CH:17]=[C:18]([NH:19][C:32]([NH:31][C:27]2[CH:28]=[CH:29][CH:30]=[C:25]([C:24]([F:23])([F:34])[F:35])[CH:26]=2)=[O:33])[CH:20]=[CH:21][CH:22]=1. (4) Given the reactants [Cl:1][C:2]1[C:3]([CH:32]=O)=[C:4]([O:27][C:28]([F:31])([F:30])[F:29])[CH:5]=[C:6]2[C:11]=1[NH:10][C:9](=[O:12])[N:8]([CH2:13][C:14]1[CH:19]=[C:18]([Cl:20])[CH:17]=[CH:16][C:15]=1[S:21]([CH2:24][CH3:25])(=[O:23])=[O:22])[C:7]2=[O:26].[C:34]([O:38][C:39](=[O:48])[N:40]([CH3:47])[C@@H:41]1[CH2:46][CH2:45][CH2:44][NH:43][CH2:42]1)([CH3:37])([CH3:36])[CH3:35], predict the reaction product. The product is: [C:34]([O:38][C:39](=[O:48])[N:40]([C@@H:41]1[CH2:46][CH2:45][CH2:44][N:43]([CH2:32][C:3]2[C:2]([Cl:1])=[C:11]3[C:6]([C:7](=[O:26])[N:8]([CH2:13][C:14]4[CH:19]=[C:18]([Cl:20])[CH:17]=[CH:16][C:15]=4[S:21]([CH2:24][CH3:25])(=[O:22])=[O:23])[C:9](=[O:12])[NH:10]3)=[CH:5][C:4]=2[O:27][C:28]([F:30])([F:31])[F:29])[CH2:42]1)[CH3:47])([CH3:37])([CH3:36])[CH3:35]. (5) Given the reactants FC(F)(F)C(O)=O.[CH2:8]([O:15][C:16]([N:18]([CH2:28][CH2:29][C:30]1[CH:35]=[CH:34][CH:33]=[C:32]([F:36])[CH:31]=1)[CH2:19][CH2:20][C:21]([O:23]C(C)(C)C)=[O:22])=[O:17])[C:9]1[CH:14]=[CH:13][CH:12]=[CH:11][CH:10]=1, predict the reaction product. The product is: [CH2:8]([O:15][C:16]([N:18]([CH2:28][CH2:29][C:30]1[CH:35]=[CH:34][CH:33]=[C:32]([F:36])[CH:31]=1)[CH2:19][CH2:20][C:21]([OH:23])=[O:22])=[O:17])[C:9]1[CH:10]=[CH:11][CH:12]=[CH:13][CH:14]=1.